Predict which catalyst facilitates the given reaction. From a dataset of Catalyst prediction with 721,799 reactions and 888 catalyst types from USPTO. Reactant: Br[C:2]1[N:7]=[C:6]([C:8]([O:10][CH2:11][CH3:12])=[O:9])[CH:5]=[CH:4][CH:3]=1.[CH:13]1(B(O)O)[CH2:15][CH2:14]1.[O-]P([O-])([O-])=O.[K+].[K+].[K+]. Product: [CH:13]1([C:2]2[N:7]=[C:6]([C:8]([O:10][CH2:11][CH3:12])=[O:9])[CH:5]=[CH:4][CH:3]=2)[CH2:15][CH2:14]1. The catalyst class is: 11.